Task: Predict the reactants needed to synthesize the given product.. Dataset: Full USPTO retrosynthesis dataset with 1.9M reactions from patents (1976-2016) (1) Given the product [CH3:1][C:2]1[S:3][C:4]2[CH:10]=[C:9]3[C:11]4([CH2:21][O:22][C:8]3=[CH:7][C:5]=2[N:6]=1)[C:19]1[C:14](=[CH:15][CH:16]=[CH:17][CH:18]=1)[N:13]([CH2:39][C:38]1[CH:43]=[CH:42][CH:41]=[CH:40][N:37]=1)[C:12]4=[O:20], predict the reactants needed to synthesize it. The reactants are: [CH3:1][C:2]1[S:3][C:4]2[CH:10]=[C:9]3[C:11]4([CH2:21][O:22][C:8]3=[CH:7][C:5]=2[N:6]=1)[C:19]1[C:14](=[CH:15][CH:16]=[CH:17][CH:18]=1)[NH:13][C:12]4=[O:20].CC1C2C=C3C4([C:43]5[C:38](=[CH:39][CH:40]=[CH:41][CH:42]=5)[NH:37]C4=O)COC3=CC=2ON=1.Br.BrCC1C=CC=CN=1.BrCC1OC(C(F)(F)F)=CC=1. (2) Given the product [C:15]1([S:12]([N:9]2[CH2:8][CH2:7][C:6]3([C:4](=[O:3])[N:33]([C:32]4[CH:34]=[CH:35][C:29]([O:28][C:27]([F:36])([F:37])[F:26])=[CH:30][CH:31]=4)[CH2:23][CH2:22][CH2:21]3)[CH2:11][CH2:10]2)(=[O:13])=[O:14])[CH:16]=[CH:17][CH:18]=[CH:19][CH:20]=1, predict the reactants needed to synthesize it. The reactants are: C([O:3][C:4]([C:6]1([CH2:21][CH2:22][CH2:23]OC)[CH2:11][CH2:10][N:9]([S:12]([C:15]2[CH:20]=[CH:19][CH:18]=[CH:17][CH:16]=2)(=[O:14])=[O:13])[CH2:8][CH2:7]1)=O)C.[F:26][C:27]([F:37])([F:36])[O:28][C:29]1[CH:35]=[CH:34][C:32]([NH2:33])=[CH:31][CH:30]=1.[Cl-].C[Al+]C.O. (3) Given the product [CH2:26]([O:17][C:15]([C:9]1[C:10]2[C:5](=[CH:4][C:3]([O:2][CH3:1])=[C:12]([O:13][CH3:14])[CH:11]=2)[C:32](=[O:33])[N:30]([CH2:29][CH3:19])[N:8]=1)=[O:16])[CH3:27], predict the reactants needed to synthesize it. The reactants are: [CH3:1][O:2][C:3]1[CH:4]=[C:5]2[C:10](=[CH:11][C:12]=1[O:13][CH3:14])[C:9]([C:15]([OH:17])=[O:16])=[N:8]NC2=O.[C:19](=O)([O-])[O-].[Cs+].[Cs+].I[CH2:26][CH3:27].O.[CH3:29][N:30]([CH:32]=[O:33])C. (4) Given the product [CH3:1][O:2][C:3]1[CH:4]=[C:5]2[C:10](=[CH:11][C:12]=1[O:13][CH3:14])[N:9]=[CH:8][CH:7]=[C:6]2[O:15][C:16]1[CH:22]=[CH:21][C:19]([NH:20][C:36]([NH:49][CH2:48][CH2:47][N:46]([CH2:44][CH3:45])[C:50]2[CH:55]=[CH:54][CH:53]=[C:52]([CH3:56])[CH:51]=2)=[O:42])=[C:18]([CH3:23])[C:17]=1[CH3:24], predict the reactants needed to synthesize it. The reactants are: [CH3:1][O:2][C:3]1[CH:4]=[C:5]2[C:10](=[CH:11][C:12]=1[O:13][CH3:14])[N:9]=[CH:8][CH:7]=[C:6]2[O:15][C:16]1[CH:22]=[CH:21][C:19]([NH2:20])=[C:18]([CH3:23])[C:17]=1[CH3:24].C(N(CC)CC)C.ClC(Cl)(O[C:36](=[O:42])OC(Cl)(Cl)Cl)Cl.[CH2:44]([N:46]([C:50]1[CH:55]=[CH:54][CH:53]=[C:52]([CH3:56])[CH:51]=1)[CH2:47][CH2:48][NH2:49])[CH3:45]. (5) The reactants are: [F:1][C:2]1[CH:3]=[C:4]([CH:7]=[CH:8][C:9]=1[C:10]([F:13])([F:12])[F:11])[CH2:5]O.S(Cl)([Cl:16])=O. Given the product [F:1][C:2]1[CH:3]=[C:4]([CH:7]=[CH:8][C:9]=1[C:10]([F:13])([F:12])[F:11])[CH2:5][Cl:16], predict the reactants needed to synthesize it. (6) The reactants are: [C:1]([C:3]1[C:4]([N:18]2[CH2:23][CH2:22][NH:21][CH2:20][CH2:19]2)=[N:5][C:6]([C:14]([F:17])([F:16])[F:15])=[C:7]([CH:13]=1)[C:8]([O:10][CH2:11][CH3:12])=[O:9])#[N:2].[Br:24][C:25]1[CH:30]=[CH:29][CH:28]=[C:27]([N:31]=[C:32]=[O:33])[CH:26]=1. Given the product [Br:24][C:25]1[CH:26]=[C:27]([NH:31][C:32]([N:21]2[CH2:22][CH2:23][N:18]([C:4]3[C:3]([C:1]#[N:2])=[CH:13][C:7]([C:8]([O:10][CH2:11][CH3:12])=[O:9])=[C:6]([C:14]([F:15])([F:17])[F:16])[N:5]=3)[CH2:19][CH2:20]2)=[O:33])[CH:28]=[CH:29][CH:30]=1, predict the reactants needed to synthesize it.